From a dataset of Catalyst prediction with 721,799 reactions and 888 catalyst types from USPTO. Predict which catalyst facilitates the given reaction. (1) Product: [NH:18]1[C:14]2=[N:15][CH:16]=[CH:17][C:12]([C:10]3[S:9][CH:8]=[C:7]([C:2]([CH3:1])([CH2:5][CH3:6])[CH2:3][NH2:4])[CH:11]=3)=[C:13]2[CH:20]=[N:19]1. Reactant: [CH3:1][C:2]([C:7]1[CH:11]=[C:10]([C:12]2[CH:17]=[CH:16][N:15]=[C:14]3[NH:18][N:19]=[CH:20][C:13]=23)[S:9][CH:8]=1)([CH2:5][CH3:6])[C:3]#[N:4].[H-].[H-].[H-].[H-].[Li+].[Al+3]. The catalyst class is: 1. (2) Reactant: [CH2:1]([NH:3][CH2:4][C:5]1[CH:10]=[CH:9][CH:8]=[CH:7][N:6]=1)[CH3:2].CCN(C(C)C)C(C)C.[C:20]1([CH3:31])[CH:25]=[CH:24][C:23]([NH:26][CH2:27][C:28](O)=[O:29])=[CH:22][CH:21]=1.CN(C(ON1N=NC2C=CC=CC1=2)=[N+](C)C)C.[B-](F)(F)(F)F. Product: [CH2:1]([N:3]([CH2:4][C:5]1[CH:10]=[CH:9][CH:8]=[CH:7][N:6]=1)[C:28](=[O:29])[CH2:27][NH:26][C:23]1[CH:24]=[CH:25][C:20]([CH3:31])=[CH:21][CH:22]=1)[CH3:2]. The catalyst class is: 248. (3) Product: [CH2:1]([O:8][C:9]1[C:10]([CH:15]=[O:16])=[N:11][CH:12]=[CH:13][CH:14]=1)[C:2]1[CH:3]=[CH:4][CH:5]=[CH:6][CH:7]=1. Reactant: [CH2:1]([O:8][C:9]1[C:10]([CH2:15][OH:16])=[N:11][CH:12]=[CH:13][CH:14]=1)[C:2]1[CH:7]=[CH:6][CH:5]=[CH:4][CH:3]=1. The catalyst class is: 703. (4) Reactant: [OH:1][C:2]1[CH:7]=[C:6]([O:8][CH2:9][C:10]2[S:14][C:13]([C:15]3[CH:20]=[CH:19][C:18]([CH3:21])=[CH:17][CH:16]=3)=[N:12][C:11]=2[CH3:22])[CH:5]=[CH:4][C:3]=1/[CH:23]=[CH:24]/[C:25]([O:27][CH3:28])=[O:26].[Br:29][C:30]([CH2:32]Br)=[CH2:31].C([O-])([O-])=O.[Cs+].[Cs+].O. Product: [Br:29][C:30](=[CH2:31])[CH2:32][O:1][C:2]1[CH:7]=[C:6]([O:8][CH2:9][C:10]2[S:14][C:13]([C:15]3[CH:20]=[CH:19][C:18]([CH3:21])=[CH:17][CH:16]=3)=[N:12][C:11]=2[CH3:22])[CH:5]=[CH:4][C:3]=1/[CH:23]=[CH:24]/[C:25]([O:27][CH3:28])=[O:26]. The catalyst class is: 31. (5) Reactant: [CH:1]1([O:6][C:7]2[CH:12]=[C:11]([CH3:13])[C:10]([C:14]3[CH:19]=[CH:18][CH:17]=[C:16]([CH2:20][O:21][C:22]4[CH:35]=[CH:34][C:25]5[C@H:26]([CH2:29][C:30]([O:32]C)=[O:31])[CH2:27][O:28][C:24]=5[CH:23]=4)[CH:15]=3)=[C:9]([CH3:36])[CH:8]=2)[CH2:5][CH2:4][CH2:3][CH2:2]1.[OH-].[Li+]. Product: [CH:1]1([O:6][C:7]2[CH:8]=[C:9]([CH3:36])[C:10]([C:14]3[CH:19]=[CH:18][CH:17]=[C:16]([CH2:20][O:21][C:22]4[CH:35]=[CH:34][C:25]5[C@H:26]([CH2:29][C:30]([OH:32])=[O:31])[CH2:27][O:28][C:24]=5[CH:23]=4)[CH:15]=3)=[C:11]([CH3:13])[CH:12]=2)[CH2:2][CH2:3][CH2:4][CH2:5]1. The catalyst class is: 83.